This data is from Reaction yield outcomes from USPTO patents with 853,638 reactions. The task is: Predict the reaction yield, written as a fraction of the theoretical maximum amount of product (1.0 means a 100% yield; for example, 0.34 means a 34% yield). (1) The reactants are [NH2:1][C:2]1[S:3][C:4]([CH3:7])=[CH:5][N:6]=1.C([O:10][CH:11]=[C:12]([C:18](OCC)=O)[C:13]([O:15][CH2:16][CH3:17])=[O:14])C. The catalyst is C1(C)C(C)=CC=CC=1. The product is [CH3:7][C:4]1[S:3][C:2]2=[N:1][CH:18]=[C:12]([C:13]([O:15][CH2:16][CH3:17])=[O:14])[C:11](=[O:10])[N:6]2[CH:5]=1. The yield is 0.860. (2) The reactants are [S:1]1[C:9]2[CH2:8][CH2:7][O:6][CH:5]([C:10]3([NH:13][C:14](=O)OCC)[CH2:12][CH2:11]3)[C:4]=2[CH:3]=[CH:2]1.[H-].[H-].[H-].[H-].[Li+].[Al+3].O.[CH2:26]1[CH2:30]OC[CH2:27]1. No catalyst specified. The product is [S:1]1[C:9]2[CH2:8][CH2:7][O:6][CH:5]([C:10]3([NH:13][CH3:14])[CH2:12][CH2:11][CH2:30][CH2:26][CH2:27]3)[C:4]=2[CH:3]=[CH:2]1. The yield is 0.840. (3) The reactants are C(N1C=CN=C1)(N1C=CN=C1)=O.[CH:13]1([C:19]2[C:20]3[CH:21]=[CH:22][C:23]([C:43]([OH:45])=O)=[CH:24][C:25]=3[N:26]3[CH2:32][C:31]([C:33]([O:35][CH3:36])=[O:34])=[CH:30][C:29]4[CH:37]=[C:38]([O:41][CH3:42])[CH:39]=[CH:40][C:28]=4[C:27]=23)[CH2:18][CH2:17][CH2:16][CH2:15][CH2:14]1.[S:46]([NH2:50])([NH2:49])(=[O:48])=[O:47].C1CCN2C(=NCCC2)CC1. The catalyst is C1COCC1.CCOC(C)=O.C(Cl)Cl. The product is [NH2:49][S:46]([NH:50][C:43]([C:23]1[CH:22]=[CH:21][C:20]2[C:19]([CH:13]3[CH2:14][CH2:15][CH2:16][CH2:17][CH2:18]3)=[C:27]3[C:28]4[CH:40]=[CH:39][C:38]([O:41][CH3:42])=[CH:37][C:29]=4[CH:30]=[C:31]([C:33]([O:35][CH3:36])=[O:34])[CH2:32][N:26]3[C:25]=2[CH:24]=1)=[O:45])(=[O:48])=[O:47]. The yield is 0.910.